Dataset: Catalyst prediction with 721,799 reactions and 888 catalyst types from USPTO. Task: Predict which catalyst facilitates the given reaction. (1) Reactant: [ClH:1].[F:2][C:3]([F:30])([F:29])[C:4]1[CH:5]=[C:6]([C@H:14]([O:16][C@H:17]2[CH2:22][CH2:21][NH:20][CH2:19][C@H:18]2[C:23]2[CH:28]=[CH:27][CH:26]=[CH:25][CH:24]=2)[CH3:15])[CH:7]=[C:8]([C:10]([F:13])([F:12])[F:11])[CH:9]=1.C(OC([N:38]1[CH2:43][CH2:42][CH:41]([C:44](O)=[O:45])[CH2:40][CH2:39]1)=O)(C)(C)C.CCN=C=NCCCN(C)C.Cl.C1C=CC2N(O)N=NC=2C=1.CCN(C(C)C)C(C)C. Product: [ClH:1].[F:12][C:10]([F:13])([F:11])[C:8]1[CH:7]=[C:6]([C@H:14]([O:16][C@H:17]2[CH2:22][CH2:21][N:20]([C:44]([CH:41]3[CH2:42][CH2:43][NH:38][CH2:39][CH2:40]3)=[O:45])[CH2:19][C@H:18]2[C:23]2[CH:28]=[CH:27][CH:26]=[CH:25][CH:24]=2)[CH3:15])[CH:5]=[C:4]([C:3]([F:29])([F:2])[F:30])[CH:9]=1. The catalyst class is: 18. (2) Reactant: [Br:1][C:2]1[CH:3]=[CH:4][C:5]2[C:11]3[S:12][C:13]([C:15](=[N:24][NH2:25])[NH:16][C:17]4[CH:22]=[CH:21][CH:20]=[CH:19][C:18]=4[Cl:23])=[CH:14][C:10]=3[CH2:9][CH2:8][O:7][C:6]=2[CH:26]=1.[N:27]([O-])=O.[Na+].[OH-].[Na+]. Product: [Br:1][C:2]1[CH:3]=[CH:4][C:5]2[C:11]3[S:12][C:13]([C:15]4[N:16]([C:17]5[CH:22]=[CH:21][CH:20]=[CH:19][C:18]=5[Cl:23])[N:27]=[N:25][N:24]=4)=[CH:14][C:10]=3[CH2:9][CH2:8][O:7][C:6]=2[CH:26]=1. The catalyst class is: 86. (3) Reactant: [F:1][C:2]([F:13])([F:12])[C:3]1[S:7][CH:6]=[N:5][C:4]=1[C:8](OC)=[O:9].[CH2:14]([NH2:16])[CH3:15]. Product: [CH2:14]([NH:16][C:8]([C:4]1[N:5]=[CH:6][S:7][C:3]=1[C:2]([F:13])([F:12])[F:1])=[O:9])[CH3:15]. The catalyst class is: 8.